From a dataset of Reaction yield outcomes from USPTO patents with 853,638 reactions. Predict the reaction yield, written as a fraction of the theoretical maximum amount of product (1.0 means a 100% yield; for example, 0.34 means a 34% yield). (1) The reactants are Br[C:2]1[CH:3]=[CH:4][CH:5]=[C:6]2[C:11]=1[N:10]=[C:9]([NH:12][C@H:13]1[CH2:18][CH2:17][C@H:16]([OH:19])[CH2:15][CH2:14]1)[N:8]=[CH:7]2.[OH:20][C:21]1[CH:26]=[CH:25][C:24](B(O)O)=[CH:23][CH:22]=1. The catalyst is C1C=CC([P]([Pd]([P](C2C=CC=CC=2)(C2C=CC=CC=2)C2C=CC=CC=2)([P](C2C=CC=CC=2)(C2C=CC=CC=2)C2C=CC=CC=2)[P](C2C=CC=CC=2)(C2C=CC=CC=2)C2C=CC=CC=2)(C2C=CC=CC=2)C2C=CC=CC=2)=CC=1.CN(C=O)C. The product is [OH:19][C@H:16]1[CH2:17][CH2:18][C@H:13]([NH:12][C:9]2[N:8]=[CH:7][C:6]3[C:11](=[C:2]([C:24]4[CH:25]=[CH:26][C:21]([OH:20])=[CH:22][CH:23]=4)[CH:3]=[CH:4][CH:5]=3)[N:10]=2)[CH2:14][CH2:15]1. The yield is 0.740. (2) The reactants are [N:1]([CH:4]([CH3:6])[CH3:5])=[C:2]=[O:3].[NH2:7][C@H:8]([CH2:26][OH:27])[CH2:9][C:10]1[CH:23]=[C:22]([I:24])[C:13]([O:14][C:15]2[CH:20]=[CH:19][C:18]([OH:21])=[CH:17][CH:16]=2)=[C:12]([I:25])[CH:11]=1.CN(C=O)C.O. The catalyst is C1COCC1. The product is [OH:27][CH2:26][C@@H:8]([NH:7][C:2]([NH:1][CH:4]([CH3:6])[CH3:5])=[O:3])[CH2:9][C:10]1[CH:11]=[C:12]([I:25])[C:13]([O:14][C:15]2[CH:16]=[CH:17][C:18]([OH:21])=[CH:19][CH:20]=2)=[C:22]([I:24])[CH:23]=1. The yield is 0.900. (3) The reactants are [CH3:1][C:2]1[N:3]=[CH:4][N:5]([C:7]2[CH:12]=[C:11]([C:13]([F:16])([F:15])[F:14])[CH:10]=[C:9]([N+:17]([O-])=O)[CH:8]=2)[CH:6]=1. The catalyst is [Pd].C(O)C. The product is [CH3:1][C:2]1[N:3]=[CH:4][N:5]([C:7]2[CH:8]=[C:9]([NH2:17])[CH:10]=[C:11]([C:13]([F:16])([F:14])[F:15])[CH:12]=2)[CH:6]=1. The yield is 0.858. (4) The reactants are [CH2:1]([N:8]([CH2:17][C:18]1[CH:23]=[CH:22][CH:21]=[CH:20][CH:19]=1)[C:9]1[CH:14]=[CH:13][C:12]([F:15])=[CH:11][C:10]=1[F:16])[C:2]1[CH:7]=[CH:6][CH:5]=[CH:4][CH:3]=1.CC(C)=O.C([Li])CCC.Cl[C:34]([O:36][CH2:37][C:38]1[CH:43]=[CH:42][CH:41]=[CH:40][CH:39]=1)=[O:35]. The catalyst is O1CCCC1.O. The product is [CH2:37]([O:36][C:34](=[O:35])[C:11]1[C:12]([F:15])=[CH:13][CH:14]=[C:9]([N:8]([CH2:1][C:2]2[CH:3]=[CH:4][CH:5]=[CH:6][CH:7]=2)[CH2:17][C:18]2[CH:23]=[CH:22][CH:21]=[CH:20][CH:19]=2)[C:10]=1[F:16])[C:38]1[CH:43]=[CH:42][CH:41]=[CH:40][CH:39]=1. The yield is 0.900. (5) The catalyst is C(#N)C. The reactants are [C:1]1([S:7][CH2:8][C:9]([OH:11])=O)[CH:6]=[CH:5][CH:4]=[CH:3][CH:2]=1.[CH3:12][O:13][C:14]1[CH:15]=[C:16]([C:22]2([CH2:27][NH2:28])[CH2:26][CH2:25][CH2:24][CH2:23]2)[CH:17]=[CH:18][C:19]=1[O:20][CH3:21].C(N(CC)CC)C.F[P-](F)(F)(F)(F)F.N1(OC(N(C)C)=[N+](C)C)C2N=CC=CC=2N=N1. The yield is 0.146. The product is [CH3:12][O:13][C:14]1[CH:15]=[C:16]([C:22]2([CH2:27][NH:28][C:9](=[O:11])[CH2:8][S:7][C:1]3[CH:2]=[CH:3][CH:4]=[CH:5][CH:6]=3)[CH2:23][CH2:24][CH2:25][CH2:26]2)[CH:17]=[CH:18][C:19]=1[O:20][CH3:21]. (6) The reactants are Cl[CH2:2][C:3]([C:5]1[C:10]2[O:11][CH2:12][C:13](=[O:15])[NH:14][C:9]=2[CH:8]=[CH:7][CH:6]=1)=[O:4].[N-:16]=[N+:17]=[N-:18].[Na+]. The catalyst is CN(C=O)C. The product is [N:16]([CH2:2][C:3]([C:5]1[C:10]2[O:11][CH2:12][C:13](=[O:15])[NH:14][C:9]=2[CH:8]=[CH:7][CH:6]=1)=[O:4])=[N+:17]=[N-:18]. The yield is 0.970. (7) The reactants are [CH3:1][C:2]1([CH3:29])[O:6][C:5](=[O:7])/[C:4](=[CH:8]/[C:9]([O:11][Si](C(C)(C)C)(C2C=CC=CC=2)C2C=CC=CC=2)=[O:10])/[O:3]1.C(O)(=O)C.[F-].C([N+](CCCC)(CCCC)CCCC)CCC. The catalyst is O1CCCC1.C(OCC)(=O)C. The product is [CH3:1][C:2]1([CH3:29])[O:6][C:5](=[O:7])/[C:4](=[CH:8]/[C:9]([OH:11])=[O:10])/[O:3]1. The yield is 0.850.